Dataset: Catalyst prediction with 721,799 reactions and 888 catalyst types from USPTO. Task: Predict which catalyst facilitates the given reaction. (1) Reactant: [Br:1][C:2]1[CH:3]=[N:4][CH:5]=[C:6]([N+:9]([O-:11])=[O:10])[C:7]=1O.O=P(Cl)(Cl)[Cl:14]. Product: [Br:1][C:2]1[CH:3]=[N:4][CH:5]=[C:6]([N+:9]([O-:11])=[O:10])[C:7]=1[Cl:14]. The catalyst class is: 11. (2) Reactant: [N+:1]([C:4]1[C:5]([C:15]([O:17][CH3:18])=[O:16])=[N:6][N:7]([CH:9]2[CH2:14][CH2:13][CH2:12][CH2:11][O:10]2)[CH:8]=1)([O-])=O.C([O-])=O.[NH4+]. Product: [NH2:1][C:4]1[C:5]([C:15]([O:17][CH3:18])=[O:16])=[N:6][N:7]([CH:9]2[CH2:14][CH2:13][CH2:12][CH2:11][O:10]2)[CH:8]=1. The catalyst class is: 352. (3) Reactant: Cl.[F:2][C:3]1[CH:21]=[C:20]([S:22]([CH3:25])(=[O:24])=[O:23])[CH:19]=[CH:18][C:4]=1[O:5][C@H:6]1[CH2:10][CH2:9][N:8]([CH:11]2[CH2:16][CH2:15][NH:14][CH2:13][CH2:12]2)[C:7]1=[O:17].C(N(CC)CC)C.[Br:33][C:34]1[N:38]=[C:37](Cl)[S:36][N:35]=1. Product: [Br:33][C:34]1[N:38]=[C:37]([N:14]2[CH2:13][CH2:12][CH:11]([N:8]3[CH2:9][CH2:10][C@H:6]([O:5][C:4]4[CH:18]=[CH:19][C:20]([S:22]([CH3:25])(=[O:24])=[O:23])=[CH:21][C:3]=4[F:2])[C:7]3=[O:17])[CH2:16][CH2:15]2)[S:36][N:35]=1. The catalyst class is: 49. (4) Reactant: C[N:2]([CH:4]=[C:5]1[C:26](=[O:27])[C:10]2=[N:11][CH:12]=[C:13]([N:15]3[CH2:19][C@H:18]([CH2:20][NH:21][C:22](=[O:24])[CH3:23])[O:17][C:16]3=[O:25])[CH:14]=[C:9]2[CH2:8][CH2:7][CH2:6]1)C.NOS(O)(=O)=O.C(=O)(O)[O-].[Na+].O. Product: [O:27]1[C:26]2[C:10]3[N:11]=[CH:12][C:13]([N:15]4[CH2:19][C@H:18]([CH2:20][NH:21][C:22](=[O:24])[CH3:23])[O:17][C:16]4=[O:25])=[CH:14][C:9]=3[CH2:8][CH2:7][CH2:6][C:5]=2[CH:4]=[N:2]1. The catalyst class is: 5. (5) Reactant: [Cl:1][C:2]1[CH:3]=[CH:4][CH:5]=[C:6]2[C:11]=1[C:10]([CH3:13])([CH3:12])[C:9](=[O:14])[C:8]([C:15](OCC)=[O:16])=[C:7]2[OH:20].Cl.[C:22]([O:26][C:27](=[O:30])[CH2:28][NH2:29])([CH3:25])([CH3:24])[CH3:23].CCN(C(C)C)C(C)C.O1CCOCC1. Product: [Cl:1][C:2]1[CH:3]=[CH:4][CH:5]=[C:6]2[C:11]=1[C:10]([CH3:12])([CH3:13])[C:9](=[O:14])[C:8]([C:15]([NH:29][CH2:28][C:27]([O:26][C:22]([CH3:25])([CH3:24])[CH3:23])=[O:30])=[O:16])=[C:7]2[OH:20]. The catalyst class is: 6.